This data is from Forward reaction prediction with 1.9M reactions from USPTO patents (1976-2016). The task is: Predict the product of the given reaction. (1) Given the reactants [OH:1][CH:2]([CH:18]1[CH2:27][CH2:26][C:25]2[C:20](=[CH:21][CH:22]=[C:23]([O:28][C:29]3[CH:34]=[CH:33][CH:32]=[CH:31][CH:30]=3)[CH:24]=2)[CH2:19]1)[C:3]1[O:4][C:5]([C:8]2[N:13]=[C:12]([C:14]([O:16][CH3:17])=[O:15])[CH:11]=[CH:10][CH:9]=2)=[CH:6][N:7]=1.CC(OI1(OC(C)=O)(OC(C)=O)OC(=O)C2C=CC=CC1=2)=O, predict the reaction product. The product is: [O:28]([C:23]1[CH:24]=[C:25]2[C:20](=[CH:21][CH:22]=1)[CH2:19][CH:18]([C:2]([C:3]1[O:4][C:5]([C:8]3[N:13]=[C:12]([C:14]([O:16][CH3:17])=[O:15])[CH:11]=[CH:10][CH:9]=3)=[CH:6][N:7]=1)=[O:1])[CH2:27][CH2:26]2)[C:29]1[CH:34]=[CH:33][CH:32]=[CH:31][CH:30]=1. (2) Given the reactants [CH:1]1([N:5]2[CH2:11][CH2:10][C:9]3[CH:12]=[CH:13][C:14]([CH:16]4[CH2:21][CH2:20][NH:19][CH2:18][CH2:17]4)=[CH:15][C:8]=3[CH2:7][CH2:6]2)[CH2:4][CH2:3][CH2:2]1.Cl[C:23]1[CH:28]=[CH:27][C:26]([I:29])=[CH:25][N:24]=1.C(=O)([O-])[O-].[K+].[K+], predict the reaction product. The product is: [CH:1]1([N:5]2[CH2:11][CH2:10][C:9]3[CH:12]=[CH:13][C:14]([CH:16]4[CH2:21][CH2:20][N:19]([C:23]5[CH:28]=[CH:27][C:26]([I:29])=[CH:25][N:24]=5)[CH2:18][CH2:17]4)=[CH:15][C:8]=3[CH2:7][CH2:6]2)[CH2:4][CH2:3][CH2:2]1.